From a dataset of Full USPTO retrosynthesis dataset with 1.9M reactions from patents (1976-2016). Predict the reactants needed to synthesize the given product. (1) Given the product [OH:3][C:4]1[C:14]2[CH2:13][CH2:12][N:11]([C:15]([O:17][C:18]([CH3:20])([CH3:19])[CH3:21])=[O:16])[CH2:10][CH2:9][C:8]=2[NH:7][C:6](=[O:22])[CH:5]=1, predict the reactants needed to synthesize it. The reactants are: [OH-].[Na+].[OH:3][C:4]1[C:14]2[CH2:13][CH2:12][N:11]([C:15]([O:17][C:18]([CH3:21])([CH3:20])[CH3:19])=[O:16])[CH2:10][CH2:9][C:8]=2[NH:7][C:6](=[O:22])[C:5]=1C(OCC)=O. (2) Given the product [CH2:1]([O:8][C:9]1[CH:15]=[C:14]([O:16][C:17]2[CH:22]=[CH:21][C:20]([S:23]([CH3:26])(=[O:25])=[O:24])=[CH:19][CH:18]=2)[CH:13]=[CH:12][C:10]=1[NH:11][N:28]=[C:33]([CH3:32])[C:34]([O:36][CH2:37][CH3:38])=[O:35])[C:2]1[CH:3]=[CH:4][CH:5]=[CH:6][CH:7]=1, predict the reactants needed to synthesize it. The reactants are: [CH2:1]([O:8][C:9]1[CH:15]=[C:14]([O:16][C:17]2[CH:22]=[CH:21][C:20]([S:23]([CH3:26])(=[O:25])=[O:24])=[CH:19][CH:18]=2)[CH:13]=[CH:12][C:10]=1[NH2:11])[C:2]1[CH:7]=[CH:6][CH:5]=[CH:4][CH:3]=1.Cl.[N:28]([O-])=O.[Na+].[CH3:32][CH:33](C(=O)C)[C:34]([O:36][CH2:37][CH3:38])=[O:35].[OH-].[K+]. (3) Given the product [Cl:12][C:8]1[CH:7]=[C:6]2[C:11]([C:2]([N:23]3[CH2:24][CH2:25][N:20]([C:17]4[CH:16]=[C:15]5[C:14]([CH2:29][C:28]([C:31]([OH:33])=[O:32])=[CH:27][N:26]5[CH:34]5[CH2:36][CH2:35]5)=[CH:13][C:18]=4[F:19])[CH2:21][CH2:22]3)=[CH:3][CH:4]=[N:5]2)=[CH:10][CH:9]=1, predict the reactants needed to synthesize it. The reactants are: Cl[C:2]1[C:11]2[C:6](=[CH:7][C:8]([Cl:12])=[CH:9][CH:10]=2)[N:5]=[CH:4][CH:3]=1.[CH:13]1[C:14]2[C:29](=O)[C:28]([C:31]([OH:33])=[O:32])=[CH:27][N:26]([CH:34]3[CH2:36][CH2:35]3)[C:15]=2[CH:16]=[C:17]([N:20]2[CH2:25][CH2:24][NH:23][CH2:22][CH2:21]2)[C:18]=1[F:19].C(=O)([O-])[O-].[K+].[K+]. (4) Given the product [C:18](/[N:20]=[C:21]1\[NH:22][C:23]2[CH:24]=[CH:36][C:37]([CH2:40][OH:41])=[CH:38][C:39]=2[N:1]\1[C@@H:2]1[CH2:3][CH2:4][C@H:5]([C:8]([O:10][CH2:11][CH3:12])=[O:9])[CH2:6][CH2:7]1)(=[O:19])[C:17]1[CH:42]=[CH:43][CH:14]=[CH:15][CH:16]=1, predict the reactants needed to synthesize it. The reactants are: [NH2:1][C@@H:2]1[CH2:7][CH2:6][C@H:5]([C:8]([O:10][CH2:11][CH3:12])=[O:9])[CH2:4][CH2:3]1.F[C:14]1[CH:43]=[CH:42][C:17]([C:18](/[N:20]=[C:21]2\[NH:22][C:23]3[CH:39]=[CH:38][C:37]([CH2:40][OH:41])=[CH:36][C:24]=3N\2[C@@H]2CC[C@H](C(OC)=O)CC2)=[O:19])=[CH:16][CH:15]=1. (5) Given the product [Cl-:8].[N+:1]([C:4]1[CH:5]=[C:6]([CH:9]=[CH:10][CH:11]=1)[CH2:7][N+:15]12[CH2:19][CH2:18][O:17][CH:16]1[O:12][CH2:13][CH2:14]2)([O-:3])=[O:2], predict the reactants needed to synthesize it. The reactants are: [N+:1]([C:4]1[CH:5]=[C:6]([CH:9]=[CH:10][CH:11]=1)[CH2:7][Cl:8])([O-:3])=[O:2].[O:12]1[CH:16]2[O:17][CH2:18][CH2:19][N:15]2[CH2:14][CH2:13]1. (6) Given the product [Cl:1][C:2]1[CH:3]=[N:4][CH:5]=[C:6]([Cl:8])[C:7]=1[CH2:46][C@H:42]1[CH2:41][C:40]([CH2:37][CH:38]=[CH2:39])([CH2:50][CH:51]=[CH2:52])[CH2:49][NH:43]1, predict the reactants needed to synthesize it. The reactants are: [Cl:1][C:2]1[CH:3]=[N:4][CH:5]=[C:6]([Cl:8])[CH:7]=1.C([N-]C(C)C)(C)C.[Li+].CCCCCCC.C1COCC1.C(C1C=CC=CC=1)C.[CH2:37]([C:40]1([CH2:50][CH:51]=[CH2:52])[CH2:49][N:43]2S(=O)(=O)O[CH2:46][C@H:42]2[CH2:41]1)[CH:38]=[CH2:39]. (7) Given the product [CH3:26][C:16]1([CH2:15][OH:14])[O:17][CH2:18][C:19]2([O:20][CH2:21][CH2:22][O:23]2)[CH2:24][O:25]1, predict the reactants needed to synthesize it. The reactants are: C1COCC1.C([O:14][CH2:15][C:16]1([CH3:26])[O:25][CH2:24][C:19]2([O:23][CH2:22][CH2:21][O:20]2)[CH2:18][O:17]1)(=O)C1C=CC=CC=1.[OH-].[Na+].